From a dataset of NCI-60 drug combinations with 297,098 pairs across 59 cell lines. Regression. Given two drug SMILES strings and cell line genomic features, predict the synergy score measuring deviation from expected non-interaction effect. (1) Drug 1: C1CCN(CC1)CCOC2=CC=C(C=C2)C(=O)C3=C(SC4=C3C=CC(=C4)O)C5=CC=C(C=C5)O. Drug 2: CCC1(C2=C(COC1=O)C(=O)N3CC4=CC5=C(C=CC(=C5CN(C)C)O)N=C4C3=C2)O.Cl. Cell line: DU-145. Synergy scores: CSS=39.9, Synergy_ZIP=2.22, Synergy_Bliss=3.18, Synergy_Loewe=-32.8, Synergy_HSA=0.944. (2) Drug 1: CC1=C(C(=CC=C1)Cl)NC(=O)C2=CN=C(S2)NC3=CC(=NC(=N3)C)N4CCN(CC4)CCO. Drug 2: CCC1(C2=C(COC1=O)C(=O)N3CC4=CC5=C(C=CC(=C5CN(C)C)O)N=C4C3=C2)O.Cl. Cell line: SW-620. Synergy scores: CSS=34.9, Synergy_ZIP=-0.521, Synergy_Bliss=0.164, Synergy_Loewe=-0.581, Synergy_HSA=3.96.